From a dataset of Forward reaction prediction with 1.9M reactions from USPTO patents (1976-2016). Predict the product of the given reaction. (1) Given the reactants B(Br)(Br)Br.C[O:6][C:7]1[CH:8]=[C:9]([CH:15]=[CH:16][C:17]2[O:21][N:20]=[C:19]([CH2:22][CH2:23][CH2:24][CH2:25][CH2:26][CH2:27][CH3:28])[N:18]=2)[CH:10]=[CH:11][C:12]=1[O:13]C, predict the reaction product. The product is: [CH2:22]([C:19]1[N:18]=[C:17]([CH:16]=[CH:15][C:9]2[CH:8]=[C:7]([OH:6])[C:12]([OH:13])=[CH:11][CH:10]=2)[O:21][N:20]=1)[CH2:23][CH2:24][CH2:25][CH2:26][CH2:27][CH3:28]. (2) Given the reactants [NH2:1][C:2]1[CH:11]=[CH:10][C:9]2[C:4](=[CH:5][CH:6]=[CH:7][CH:8]=2)[C:3]=1[C:12]([O:14][CH3:15])=[O:13].[Br:16]Br, predict the reaction product. The product is: [NH2:1][C:2]1[C:11]([Br:16])=[CH:10][C:9]2[CH2:8][CH2:7][CH2:6][CH2:5][C:4]=2[C:3]=1[C:12]([O:14][CH3:15])=[O:13]. (3) Given the reactants [C:1]1([C:7]2[N:12]=[CH:11][C:10]([C:13]([N:15]3[CH2:20][CH2:19][N:18](C(OC(C)(C)C)=O)[CH2:17][CH2:16]3)=[O:14])=[CH:9][N:8]=2)[CH:6]=[CH:5][CH:4]=[CH:3][CH:2]=1.FC(F)(F)C(O)=O, predict the reaction product. The product is: [C:1]1([C:7]2[N:8]=[CH:9][C:10]([C:13]([N:15]3[CH2:20][CH2:19][NH:18][CH2:17][CH2:16]3)=[O:14])=[CH:11][N:12]=2)[CH:2]=[CH:3][CH:4]=[CH:5][CH:6]=1. (4) Given the reactants [N+:1]([C:4]1[CH:9]=[CH:8][C:7]([CH2:10][CH2:11][CH2:12]O)=[C:6]([C:14]([F:17])([F:16])[F:15])[CH:5]=1)([O-:3])=[O:2].CCN(S(F)(F)[F:24])CC, predict the reaction product. The product is: [F:24][CH2:12][CH2:11][CH2:10][C:7]1[CH:8]=[CH:9][C:4]([N+:1]([O-:3])=[O:2])=[CH:5][C:6]=1[C:14]([F:17])([F:16])[F:15]. (5) Given the reactants CN(C)C=O.[CH2:6]([O:10][C:11]1[CH:19]=[CH:18][C:14]([C:15]([OH:17])=[O:16])=[CH:13][N:12]=1)[CH2:7][CH2:8][CH3:9].CS(O[CH2:25][CH2:26][C:27]([CH3:31])=[C:28]([F:30])[F:29])(=O)=O.C(=O)([O-])O.[Na+], predict the reaction product. The product is: [CH2:6]([O:10][C:11]1[CH:19]=[CH:18][C:14]([C:15]([O:17][CH2:25][CH2:26][C:27]([CH3:31])=[C:28]([F:30])[F:29])=[O:16])=[CH:13][N:12]=1)[CH2:7][CH2:8][CH3:9]. (6) Given the reactants [Br:1][C:2]1[C:3]([NH:10][C@H:11]2[CH2:16][CH2:15][CH2:14][NH:13][CH2:12]2)=[N:4][C:5]([S:8][CH3:9])=[N:6][CH:7]=1.C(N(C(C)C)CC)(C)C.[CH3:26][CH:27]([CH3:33])[CH2:28][S:29](Cl)(=[O:31])=[O:30], predict the reaction product. The product is: [Br:1][C:2]1[C:3]([NH:10][C@H:11]2[CH2:16][CH2:15][CH2:14][N:13]([S:29]([CH2:28][CH:27]([CH3:33])[CH3:26])(=[O:31])=[O:30])[CH2:12]2)=[N:4][C:5]([S:8][CH3:9])=[N:6][CH:7]=1. (7) Given the reactants Br[C:2]1[C:3](=[O:22])[N:4]([CH3:21])[N:5]=[C:6]([O:8][CH2:9][C@H:10]2[CH2:12][C@@H:11]2[C:13]2[CH:18]=[CH:17][C:16]([O:19][CH3:20])=[CH:15][N:14]=2)[CH:7]=1.[CH2:23]([C:25]1[CH:29]=[C:28]([CH2:30][NH2:31])[N:27]([CH3:32])[N:26]=1)[CH3:24].C1C=CC(P(C2C(C3C(P(C4C=CC=CC=4)C4C=CC=CC=4)=CC=C4C=3C=CC=C4)=C3C(C=CC=C3)=CC=2)C2C=CC=CC=2)=CC=1.CC([O-])(C)C.[Na+], predict the reaction product. The product is: [CH2:23]([C:25]1[CH:29]=[C:28]([CH2:30][NH:31][C:2]2[C:3](=[O:22])[N:4]([CH3:21])[N:5]=[C:6]([O:8][CH2:9][C@H:10]3[CH2:12][C@@H:11]3[C:13]3[CH:18]=[CH:17][C:16]([O:19][CH3:20])=[CH:15][N:14]=3)[CH:7]=2)[N:27]([CH3:32])[N:26]=1)[CH3:24]. (8) Given the reactants [I:1][C:2]1[CH:7]=[CH:6][C:5]([N:8]2[CH:12]=[CH:11][C:10]([CH3:13])=[N:9]2)=[CH:4][CH:3]=1.C1C(=O)N(Br)C(=O)C1.CC(N=NC(C#N)(C)C)(C#N)C.[N-:34]=[N+:35]=[N-:36].[Na+], predict the reaction product. The product is: [N:34]([CH2:13][C:10]1[CH:11]=[CH:12][N:8]([C:5]2[CH:4]=[CH:3][C:2]([I:1])=[CH:7][CH:6]=2)[N:9]=1)=[N+:35]=[N-:36].